This data is from Full USPTO retrosynthesis dataset with 1.9M reactions from patents (1976-2016). The task is: Predict the reactants needed to synthesize the given product. Given the product [F:40][C:36]1[CH:35]=[C:34]([CH:39]=[CH:38][CH:37]=1)[C:33](/[N:32]=[C:19]1/[N:20]([C@@H:21]2[CH2:22][CH2:23][C@H:24]([C:27]([O:29][CH2:30][CH3:31])=[O:28])[CH2:25][CH2:26]2)[C:14]2[CH:13]=[C:12]([O:11][CH2:10][CH2:9][OH:8])[N:17]=[CH:16][C:15]=2[NH:18]/1)=[O:41], predict the reactants needed to synthesize it. The reactants are: C([O:8][CH2:9][CH2:10][O:11][C:12]1[N:17]=[CH:16][C:15]2[NH:18]/[C:19](=[N:32]\[C:33](=[O:41])[C:34]3[CH:39]=[CH:38][CH:37]=[C:36]([F:40])[CH:35]=3)/[N:20]([C@@H:21]3[CH2:26][CH2:25][C@H:24]([C:27]([O:29][CH2:30][CH3:31])=[O:28])[CH2:23][CH2:22]3)[C:14]=2[CH:13]=1)C1C=CC=CC=1.Cl.